From a dataset of Forward reaction prediction with 1.9M reactions from USPTO patents (1976-2016). Predict the product of the given reaction. (1) Given the reactants C(O[C:6](=O)[N:7]([CH2:9][CH2:10][CH2:11][S:12][CH2:13][CH2:14][OH:15])C)(C)(C)C.[ClH:17], predict the reaction product. The product is: [ClH:17].[CH3:6][NH:7][CH2:9][CH2:10][CH2:11][S:12][CH2:13][CH2:14][OH:15]. (2) Given the reactants [O:1]=[C:2]1[C:6]2=[CH:7][NH:8][C:9]3[CH:10]=[CH:11][CH:12]=[CH:13][C:14]=3[C:5]2=[N:4][N:3]1[C:15]1[CH:23]=[CH:22][C:18]([C:19]([OH:21])=[O:20])=[CH:17][CH:16]=1.[H-].[Na+].[CH3:26]I.O, predict the reaction product. The product is: [CH3:26][N:8]1[C:9]2[CH:10]=[CH:11][CH:12]=[CH:13][C:14]=2[C:5]2=[N:4][N:3]([C:15]3[CH:23]=[CH:22][C:18]([C:19]([OH:21])=[O:20])=[CH:17][CH:16]=3)[C:2](=[O:1])[C:6]2=[CH:7]1. (3) Given the reactants [Mg].[CH:2]1(Br)[CH2:4][CH2:3]1.[CH:6]1[C:16]2[CH2:15][CH2:14][C:13]3[CH:17]=[CH:18][CH:19]=[CH:20][C:12]=3[C:11](=[O:21])[C:10]=2[CH:9]=[CH:8][CH:7]=1.[Cl-].[NH4+].O, predict the reaction product. The product is: [CH:2]1([C:11]2([OH:21])[C:12]3[CH:20]=[CH:19][CH:18]=[CH:17][C:13]=3[CH2:14][CH2:15][C:16]3[CH:6]=[CH:7][CH:8]=[CH:9][C:10]2=3)[CH2:4][CH2:3]1. (4) Given the reactants [CH3:1][O:2][C:3]1[CH:4]=[C:5]([NH:11][S:12]([C:15]2[CH:20]=[CH:19][C:18](/[CH:21]=[CH:22]/[N:23]3[C:31](=[O:32])[C:30]4[C:25](=[CH:26][CH:27]=[CH:28][CH:29]=4)[C:24]3=[O:33])=[CH:17][CH:16]=2)(=[O:14])=[O:13])[CH:6]=[CH:7][C:8]=1[O:9][CH3:10].[H][H], predict the reaction product. The product is: [CH3:1][O:2][C:3]1[CH:4]=[C:5]([NH:11][S:12]([C:15]2[CH:16]=[CH:17][C:18]([CH2:21][CH2:22][N:23]3[C:31](=[O:32])[C:30]4[C:25](=[CH:26][CH:27]=[CH:28][CH:29]=4)[C:24]3=[O:33])=[CH:19][CH:20]=2)(=[O:14])=[O:13])[CH:6]=[CH:7][C:8]=1[O:9][CH3:10]. (5) Given the reactants [CH3:1][O:2][CH2:3][CH:4]([OH:6])[CH3:5].[C:7]1([CH3:13])C=CC=CC=1.C(O)(=[O:18])C(C)=C.C(OC)(=[O:24])C(C)=C.C(OCC)(=O)C=C.C(O)(=O)C(C)=C.C(OC)(=O)C(C)=C.C(OCC)(=O)C=C.C(OCCO)(=O)C(C)=C, predict the reaction product. The product is: [C:7]([O:6][CH:4]([CH3:5])[CH2:3][O:2][CH3:1])(=[O:18])[CH3:13].[C:3]([O:2][CH3:1])(=[O:24])[CH:4]([CH3:5])[OH:6]. (6) The product is: [C:1]([O:5][C:6]([NH:8][CH2:9][C@H:10]1[CH2:15][CH2:14][C@H:13]([C:16]([NH:18][C@H:19]([C:39](=[O:40])[NH:42][C:43]2[CH:52]=[CH:51][C:46]3[NH:47][C:48](=[O:50])[NH:49][C:45]=3[CH:44]=2)[CH2:20][C:21]2[CH:22]=[CH:23][C:24]([C:27]3[CH:32]=[CH:31][C:30]([C:33]([O:35][CH2:36][CH3:37])=[O:34])=[N:29][C:28]=3[CH3:38])=[CH:25][CH:26]=2)=[O:17])[CH2:12][CH2:11]1)=[O:7])([CH3:2])([CH3:3])[CH3:4]. Given the reactants [C:1]([O:5][C:6]([NH:8][CH2:9][C@H:10]1[CH2:15][CH2:14][C@H:13]([C:16]([NH:18][C@H:19]([C:39](O)=[O:40])[CH2:20][C:21]2[CH:26]=[CH:25][C:24]([C:27]3[C:28]([CH3:38])=[N:29][C:30]([C:33]([O:35][CH2:36][CH3:37])=[O:34])=[CH:31][CH:32]=3)=[CH:23][CH:22]=2)=[O:17])[CH2:12][CH2:11]1)=[O:7])([CH3:4])([CH3:3])[CH3:2].[NH2:42][C:43]1[CH:52]=[CH:51][C:46]2=[N:47][C:48](=[O:50])[N:49]=[C:45]2[CH:44]=1.F[P-](F)(F)(F)(F)F.CN(C(ON1C2=NC=CC=C2N=N1)=[N+](C)C)C.O, predict the reaction product. (7) Given the reactants [C:1]([C:4]1[CH:5]=[C:6]2[C:23](=[CH:24][CH:25]=1)[O:22][C:9]1([CH2:14][CH2:13][N:12]([C:15]([O:17][C:18]([CH3:21])([CH3:20])[CH3:19])=[O:16])[CH2:11][CH2:10]1)[CH2:8][C:7]2=[O:26])([OH:3])=O.Cl.[NH2:28][CH2:29][C:30]([NH2:32])=[O:31].CCN=C=NCCCN(C)C.C1C=CC2N(O)N=NC=2C=1, predict the reaction product. The product is: [C:30]([CH2:29][NH:28][C:1]([C:4]1[CH:5]=[C:6]2[C:23](=[CH:24][CH:25]=1)[O:22][C:9]1([CH2:10][CH2:11][N:12]([C:15]([O:17][C:18]([CH3:20])([CH3:19])[CH3:21])=[O:16])[CH2:13][CH2:14]1)[CH2:8][C:7]2=[O:26])=[O:3])(=[O:31])[NH2:32].